From a dataset of Forward reaction prediction with 1.9M reactions from USPTO patents (1976-2016). Predict the product of the given reaction. Given the reactants C[O:2][C:3](=[O:18])[C:4]1[CH:9]=[CH:8][C:7]([O:10][CH2:11][C:12]2[CH:17]=[CH:16][CH:15]=[CH:14][CH:13]=2)=[CH:6][CH:5]=1.[OH-].[Na+], predict the reaction product. The product is: [CH2:11]([O:10][C:7]1[CH:6]=[CH:5][C:4]([C:3]([OH:18])=[O:2])=[CH:9][CH:8]=1)[C:12]1[CH:13]=[CH:14][CH:15]=[CH:16][CH:17]=1.